Dataset: hERG Central: cardiac toxicity at 1µM, 10µM, and general inhibition. Task: Predict hERG channel inhibition at various concentrations. Results: hERG_inhib (hERG inhibition (general)): blocker. The molecule is COc1ccc(CCNCc2ccc(Br)cc2)cc1OC.O=C(O)C(=O)O.